Dataset: Reaction yield outcomes from USPTO patents with 853,638 reactions. Task: Predict the reaction yield, written as a fraction of the theoretical maximum amount of product (1.0 means a 100% yield; for example, 0.34 means a 34% yield). The reactants are [OH:1][C:2]1[CH:12]=[CH:11][C:5]([C:6]([O:8][CH2:9][CH3:10])=[O:7])=[CH:4][CH:3]=1.Cl.Cl[CH2:15][CH2:16][N:17]([CH3:19])[CH3:18].C([O-])([O-])=O.[K+].[K+]. The catalyst is CN(C=O)C. The product is [CH3:18][N:17]([CH3:19])[CH2:16][CH2:15][O:1][C:2]1[CH:3]=[CH:4][C:5]([C:6]([O:8][CH2:9][CH3:10])=[O:7])=[CH:11][CH:12]=1. The yield is 0.530.